Task: Predict which catalyst facilitates the given reaction.. Dataset: Catalyst prediction with 721,799 reactions and 888 catalyst types from USPTO Reactant: [C:1]([C:3]1[CH:26]=[CH:25][C:6]([CH2:7][O:8][C:9]2[CH:17]=[CH:16][C:15]3[NH:14][C:13]4[CH:18]([CH2:21][C:22]([OH:24])=[O:23])[CH2:19][CH2:20][C:12]=4[C:11]=3[CH:10]=2)=[CH:5][C:4]=1[C:27]([F:30])([F:29])[F:28])#[N:2].[Li+].[OH-:32].Cl. Product: [C:1]([C:3]1[CH:26]=[CH:25][C:6]([CH2:7][O:8][C:9]2[CH:17]=[CH:16][C:15]3[NH:14][C:13]4[CH:18]([CH2:21][C:22]([OH:24])=[O:23])[CH2:19][CH2:20][C:12]=4[C:11]=3[CH:10]=2)=[CH:5][C:4]=1[C:27]([F:29])([F:30])[F:28])(=[O:32])[NH2:2]. The catalyst class is: 12.